Dataset: Catalyst prediction with 721,799 reactions and 888 catalyst types from USPTO. Task: Predict which catalyst facilitates the given reaction. Reactant: [S:1]1[CH:5]=[CH:4][CH:3]=[C:2]1[C:6]1[N:10]=[C:9]([NH2:11])[NH:8][N:7]=1.[C:12]([C:14]([C:24](=O)[CH3:25])=[CH:15][C:16]1[CH:23]=[CH:22][C:19]([C:20]#[N:21])=[CH:18][CH:17]=1)#[N:13].C(=O)(O)[O-].[Na+]. Product: [C:20]([C:19]1[CH:22]=[CH:23][C:16]([CH:15]2[N:8]3[N:7]=[C:6]([C:2]4[S:1][CH:5]=[CH:4][CH:3]=4)[N:10]=[C:9]3[NH:11][C:24]([CH3:25])=[C:14]2[C:12]#[N:13])=[CH:17][CH:18]=1)#[N:21]. The catalyst class is: 3.